From a dataset of Reaction yield outcomes from USPTO patents with 853,638 reactions. Predict the reaction yield, written as a fraction of the theoretical maximum amount of product (1.0 means a 100% yield; for example, 0.34 means a 34% yield). (1) The reactants are [Si:1]([O:8][CH2:9][C@@H:10]1[CH:15]=[C:14]([CH2:16][OH:17])[C:13](=[O:18])[CH2:12][N:11]1[C:19]([O:21][C:22]([CH3:25])([CH3:24])[CH3:23])=[O:20])([C:4]([CH3:7])([CH3:6])[CH3:5])([CH3:3])[CH3:2].[CH3:26]N(C)C1C2C(=CC=CC=2N(C)C)C=CC=1.F[B-](F)(F)F.C[O+](C)C.[Cl-].[Ce+3].[Cl-].[Cl-].[BH4-].[Na+]. The catalyst is C(Cl)Cl. The product is [Si:1]([O:8][CH2:9][C@@H:10]1[CH:15]=[C:14]([CH2:16][O:17][CH3:26])[CH:13]([OH:18])[CH2:12][N:11]1[C:19]([O:21][C:22]([CH3:25])([CH3:24])[CH3:23])=[O:20])([C:4]([CH3:7])([CH3:6])[CH3:5])([CH3:3])[CH3:2]. The yield is 0.810. (2) The reactants are FC(F)(F)C(O)=[O:4].CC(N1[C:16]([C:17]([NH:19][CH2:20][C:21]2[CH:26]=[CH:25][C:24]([C:27]3[CH:28]=[C:29]4[C:33](=[C:34]([C:36]([NH2:38])=[O:37])[CH:35]=3)[NH:32][CH:31]=[C:30]4[CH:39]3[CH2:44][CH2:43][N:42]([S:45]([CH2:48][CH3:49])(=[O:47])=[O:46])[CH2:41][CH2:40]3)=[CH:23][CH:22]=2)=[O:18])=[CH:15][C:14]([CH3:50])=N1)(C)C.CC(N1C(C(NCC2C=CC(B(O)O)=CC=2)=O)=CC(C)=N1)(C)C. No catalyst specified. The product is [CH2:48]([S:45]([N:42]1[CH2:41][CH2:40][CH:39]([C:30]2[C:29]3[C:33](=[C:34]([C:36]([NH2:38])=[O:37])[CH:35]=[C:27]([C:24]4[CH:25]=[CH:26][C:21]([CH2:20][NH:19][C:17]([C:16]5[O:4][CH:50]=[CH:14][CH:15]=5)=[O:18])=[CH:22][CH:23]=4)[CH:28]=3)[NH:32][CH:31]=2)[CH2:44][CH2:43]1)(=[O:47])=[O:46])[CH3:49]. The yield is 0.250. (3) The reactants are [C:1]([Br:5])(Br)(Br)Br.C1(P(C2C=CC=CC=2)C2C=CC=CC=2)C=CC=CC=1.[CH2:25]([N:32]1[C:36]([C:37]2[CH:42]=[CH:41][CH:40]=[CH:39][CH:38]=2)=[CH:35][C:34](CO)=[N:33]1)[C:26]1[CH:31]=[CH:30][CH:29]=[CH:28][CH:27]=1. No catalyst specified. The product is [CH2:25]([N:32]1[C:36]([C:37]2[CH:42]=[CH:41][CH:40]=[CH:39][CH:38]=2)=[CH:35][C:34]([CH2:1][Br:5])=[N:33]1)[C:26]1[CH:27]=[CH:28][CH:29]=[CH:30][CH:31]=1. The yield is 0.430. (4) The reactants are [C:1]([C:5]1[CH:10]=[CH:9][C:8]([C:11]2[O:12][CH2:13][C:14]([CH3:17])([CH3:16])[N:15]=2)=[C:7]([CH:18]2[O:23][CH2:22][CH2:21][CH2:20][O:19]2)[CH:6]=1)([CH3:4])([CH3:3])[CH3:2].C([Li])CCC.C1C=CC(S(N(S(C2C=CC=CC=2)(=O)=O)[F:39])(=O)=O)=CC=1.[NH4+].[Cl-]. The catalyst is C1COCC1.CCCCCC. The product is [C:1]([C:5]1[CH:10]=[C:9]([F:39])[C:8]([C:11]2[O:12][CH2:13][C:14]([CH3:17])([CH3:16])[N:15]=2)=[C:7]([CH:18]2[O:23][CH2:22][CH2:21][CH2:20][O:19]2)[CH:6]=1)([CH3:2])([CH3:3])[CH3:4]. The yield is 0.330. (5) The reactants are [Br-].[CH2:2]([O:4][C:5]([C:7]([CH3:32])([CH3:31])[CH2:8][CH2:9][CH2:10][CH2:11][P+](C1C=CC=CC=1)(C1C=CC=CC=1)C1C=CC=CC=1)=[O:6])[CH3:3].[Cl:33][C:34]1[CH:41]=[CH:40][CH:39]=[CH:38][C:35]=1[CH:36]=O.[OH-].[Na+].[PH4+]. The catalyst is ClCCl.O. The product is [CH2:2]([O:4][C:5](=[O:6])[C:7]([CH3:31])([CH3:32])[CH2:8][CH2:9][CH2:10][CH:11]=[CH:36][C:35]1[CH:38]=[CH:39][CH:40]=[CH:41][C:34]=1[Cl:33])[CH3:3]. The yield is 0.600. (6) The reactants are [Br:1][C:2]1[S:6][C:5]([S:7]([NH:10][C@H:11]([C:21](OCC)=[O:22])[CH:12]([C:17]([F:20])([F:19])[F:18])[C:13]([F:16])([F:15])[F:14])(=[O:9])=[O:8])=[CH:4][CH:3]=1.[Li+].[BH4-]. The catalyst is C1COCC1. The product is [Br:1][C:2]1[S:6][C:5]([S:7]([NH:10][CH:11]([CH2:21][OH:22])[CH:12]([C:17]([F:18])([F:20])[F:19])[C:13]([F:15])([F:16])[F:14])(=[O:8])=[O:9])=[CH:4][CH:3]=1. The yield is 0.596. (7) The reactants are [CH3:1][C:2]1[C:3]([CH2:9][N:10]([CH2:16][C:17]2[C:22]([C:23]([C:26]3[CH:31]=[CH:30][C:29]([F:32])=[CH:28][CH:27]=3)([CH3:25])[CH3:24])=[CH:21][CH:20]=[CH:19][N:18]=2)[CH2:11][CH2:12][CH2:13][CH2:14][NH2:15])=[N:4][CH:5]=[C:6]([CH3:8])[CH:7]=1.[C:33]([N:40]1C=CN=C1)(N1C=CN=C1)=[O:34].CCN(C(C)C)C(C)C.C1C[O:57]CC1. The catalyst is C(Cl)Cl. The product is [CH3:1][C:2]1[C:3]([CH2:9][N:10]([CH2:16][C:17]2[C:22]([C:23]([CH3:25])([C:26]3[CH:31]=[CH:30][C:29]([F:32])=[CH:28][CH:27]=3)[CH3:24])=[CH:21][CH:20]=[CH:19][N:18]=2)[CH2:11][CH2:12][CH2:13][CH2:14][NH:15][C:33]([NH:40][OH:57])=[O:34])=[N:4][CH:5]=[C:6]([CH3:8])[CH:7]=1. The yield is 0.590. (8) The reactants are [C:1](#[N:8])[C:2]1[CH:7]=[CH:6][CH:5]=[CH:4][CH:3]=1.[Br:9][C:10]1[CH:11]=[C:12]([CH:16]=[CH:17][CH:18]=1)[CH2:13][Mg]Br.[H-].[Al+3].[Li+].[H-].[H-].[H-]. No catalyst specified. The product is [Br:9][C:10]1[CH:11]=[C:12]([CH2:13][CH:1]([NH2:8])[C:2]2[CH:7]=[CH:6][CH:5]=[CH:4][CH:3]=2)[CH:16]=[CH:17][CH:18]=1. The yield is 0.310. (9) The reactants are C([N:8]1[CH2:12][CH2:11][C@:10]([C:23]2[CH:28]=[CH:27][C:26]([C:29]([O:38]CC3C=CC=CC=3)([C:34]([F:37])([F:36])[F:35])[C:30]([F:33])([F:32])[F:31])=[CH:25][CH:24]=2)([S:13]([C:16]2[CH:21]=[CH:20][C:19]([F:22])=[CH:18][CH:17]=2)(=[O:15])=[O:14])[CH2:9]1)C1C=CC=CC=1.[ClH:46].[H][H]. The catalyst is CO.[OH-].[OH-].[Pd+2]. The product is [ClH:46].[F:33][C:30]([F:31])([F:32])[C:29]([C:26]1[CH:25]=[CH:24][C:23]([C@:10]2([S:13]([C:16]3[CH:17]=[CH:18][C:19]([F:22])=[CH:20][CH:21]=3)(=[O:15])=[O:14])[CH2:11][CH2:12][NH:8][CH2:9]2)=[CH:28][CH:27]=1)([OH:38])[C:34]([F:37])([F:36])[F:35]. The yield is 0.980. (10) The reactants are [O:1]1[CH2:3][CH:2]1[CH2:4][N:5]1[CH2:14][CH2:13][C:12]2[C:7](=[CH:8][CH:9]=[CH:10][CH:11]=2)[CH2:6]1.[NH3:15]. The product is [NH2:15][CH2:3][CH:2]([OH:1])[CH2:4][N:5]1[CH2:14][CH2:13][C:12]2[C:7](=[CH:8][CH:9]=[CH:10][CH:11]=2)[CH2:6]1. The catalyst is CCO. The yield is 0.960.